This data is from Catalyst prediction with 721,799 reactions and 888 catalyst types from USPTO. The task is: Predict which catalyst facilitates the given reaction. (1) Reactant: [C:1]([OH:10])(=[O:9])[C:2]1[C:3](=[CH:5][CH:6]=[CH:7][CH:8]=1)[OH:4].[CH3:11][O:12][C:13]1[CH:14]=[C:15]2[CH2:24][CH:23]([CH2:25][CH:26]3[CH2:31][CH2:30][N:29]([CH2:32][C:33]4[CH:34]=[CH:35][CH:36]=[CH:37][CH:38]=4)[CH2:28][CH2:27]3)[C:21](=[O:22])[C:16]2=[CH:17][C:18]=1[O:19][CH3:20]. Product: [CH3:11][O:12][C:13]1[CH:14]=[C:15]2[CH2:24][CH:23]([CH2:25][CH:26]3[CH2:27][CH2:28][N:29]([CH2:32][C:33]4[CH:38]=[CH:37][CH:36]=[CH:35][CH:34]=4)[CH2:30][CH2:31]3)[C:21](=[O:22])[C:16]2=[CH:17][C:18]=1[O:19][CH3:20].[C:1]([O-:10])(=[O:9])[C:2]1[C:3](=[CH:5][CH:6]=[CH:7][CH:8]=1)[OH:4]. The catalyst class is: 13. (2) Reactant: [H-].[Na+].[F:3][C:4]1[CH:9]=[CH:8][C:7]([C:10]2[C:14]([CH2:15][OH:16])=[C:13]([CH3:17])[O:12][N:11]=2)=[CH:6][CH:5]=1.Cl[C:19]1[CH:28]=[CH:27][C:22]([C:23]([O:25][CH3:26])=[O:24])=[CH:21][N:20]=1.[Cl-].[Na+]. Product: [CH3:26][O:25][C:23](=[O:24])[C:22]1[CH:27]=[CH:28][C:19]([O:16][CH2:15][C:14]2[C:10]([C:7]3[CH:6]=[CH:5][C:4]([F:3])=[CH:9][CH:8]=3)=[N:11][O:12][C:13]=2[CH3:17])=[N:20][CH:21]=1. The catalyst class is: 1. (3) Reactant: [CH3:1][O:2][CH2:3][C:4]([CH3:11])([CH3:10])[C:5](=[O:9])[CH2:6][C:7]#[N:8].[OH-].[Na+].Cl.[NH2:15]O.Cl. Product: [CH3:1][O:2][CH2:3][C:4]([C:5]1[O:9][N:8]=[C:7]([NH2:15])[CH:6]=1)([CH3:11])[CH3:10]. The catalyst class is: 40.